Dataset: Full USPTO retrosynthesis dataset with 1.9M reactions from patents (1976-2016). Task: Predict the reactants needed to synthesize the given product. (1) Given the product [Cl:1][C:2]1[C:3]2[C:10]([I:11])=[CH:9][N:8]([CH:19]3[CH2:20][CH2:21][C:16]4([O:15][CH2:14][CH2:13][O:12]4)[CH2:17][CH2:18]3)[C:4]=2[N:5]=[CH:6][N:7]=1, predict the reactants needed to synthesize it. The reactants are: [Cl:1][C:2]1[C:3]2[C:10]([I:11])=[CH:9][NH:8][C:4]=2[N:5]=[CH:6][N:7]=1.[O:12]1[C:16]2([CH2:21][CH2:20][CH:19](O)[CH2:18][CH2:17]2)[O:15][CH2:14][CH2:13]1.C1C=CC(P(C2C=CC=CC=2)C2C=CC=CC=2)=CC=1.CC(OC(/N=N/C(OC(C)C)=O)=O)C. (2) Given the product [C:1]([C:3]1[CH:4]=[CH:5][C:6]([N:10]2[CH:14]([CH:15]3[CH2:19][CH2:18][CH2:17][CH2:16]3)[CH2:13][C:12]([C:20]3[CH:29]=[CH:28][C:23]([C:24]([OH:26])=[O:25])=[C:22]([O:30][CH3:31])[N:21]=3)=[N:11]2)=[N:7][C:8]=1[CH3:9])#[N:2], predict the reactants needed to synthesize it. The reactants are: [C:1]([C:3]1[CH:4]=[CH:5][C:6]([N:10]2[C@@H:14]([CH:15]3[CH2:19][CH2:18][CH2:17][CH2:16]3)[CH2:13][C:12]([C:20]3[CH:29]=[CH:28][C:23]([C:24]([O:26]C)=[O:25])=[C:22]([O:30][CH3:31])[N:21]=3)=[N:11]2)=[N:7][C:8]=1[CH3:9])#[N:2].[OH-].[Li+].Cl. (3) The reactants are: Cl[C:2]1[C:3]2[CH2:15][CH2:14][N:13]([CH2:16][C:17]3[CH:22]=[CH:21][CH:20]=[CH:19][CH:18]=3)[CH2:12][C:4]=2[N:5]=[C:6]([C:8]([F:11])([F:10])[F:9])[N:7]=1.[CH3:23][O-:24].[Na+]. Given the product [CH3:23][O:24][C:2]1[C:3]2[CH2:15][CH2:14][N:13]([CH2:16][C:17]3[CH:22]=[CH:21][CH:20]=[CH:19][CH:18]=3)[CH2:12][C:4]=2[N:5]=[C:6]([C:8]([F:11])([F:10])[F:9])[N:7]=1, predict the reactants needed to synthesize it. (4) Given the product [Cl:18][C:19]1[CH:20]=[CH:21][C:22]([NH:31][C:32]2[C:37]([Cl:38])=[CH:36][N:35]=[C:34]([NH:1][C:2]3[C:15]([O:16][CH3:17])=[CH:14][C:5]4[CH2:6][CH2:7][N:8]([CH2:11][CH2:12][OH:13])[CH2:9][CH2:10][C:4]=4[CH:3]=3)[N:33]=2)=[C:23]([S:25]([N:28]([CH3:30])[CH3:29])(=[O:26])=[O:27])[CH:24]=1, predict the reactants needed to synthesize it. The reactants are: [NH2:1][C:2]1[C:15]([O:16][CH3:17])=[CH:14][C:5]2[CH2:6][CH2:7][N:8]([CH2:11][CH2:12][OH:13])[CH2:9][CH2:10][C:4]=2[CH:3]=1.[Cl:18][C:19]1[CH:20]=[CH:21][C:22]([NH:31][C:32]2[C:37]([Cl:38])=[CH:36][N:35]=[C:34](Cl)[N:33]=2)=[C:23]([S:25]([N:28]([CH3:30])[CH3:29])(=[O:27])=[O:26])[CH:24]=1.